From a dataset of Forward reaction prediction with 1.9M reactions from USPTO patents (1976-2016). Predict the product of the given reaction. (1) The product is: [CH3:15][O:14][C:12](=[O:13])[CH:11]([C:6]1[C:7]([CH3:10])=[CH:8][CH:9]=[C:4]([CH:1]2[CH2:3][CH2:2]2)[C:5]=1[C:19]1[CH:28]=[C:23]2[C:22](=[CH:21][CH:20]=1)[O:27][CH2:26][CH2:25][CH2:24]2)[O:37][CH:36]1[CH2:45][C:35]1([F:44])[F:43]. Given the reactants [CH:1]1([C:4]2[C:5]([C:19]3[CH:20]=[CH:21][C:22]4[O:27][CH2:26][CH2:25][CH2:24][C:23]=4[CH:28]=3)=[C:6]([CH:11](OC=C)[C:12]([O:14][CH3:15])=[O:13])[C:7]([CH3:10])=[CH:8][CH:9]=2)[CH2:3][CH2:2]1.[F-].[Na+].FS([C:35]([F:44])([F:43])[C:36](O[Si](C)(C)C)=[O:37])(=O)=O.[C:45](OCC)(=O)C, predict the reaction product. (2) Given the reactants [C:1]([O:9][C@H:10]1[C@:14]([F:16])([CH3:15])[C@@H:13]([N:17]2[C:21]3[N:22]=[CH:23][N:24]=[C:25]([NH2:26])[C:20]=3[C:19]([C:27]#[N:28])=[C:18]2Br)[O:12][CH:11]1[CH2:30][O:31][C:32](=[O:39])[C:33]1[CH:38]=[CH:37][CH:36]=[CH:35][CH:34]=1)(=[O:8])[C:2]1[CH:7]=[CH:6][CH:5]=[CH:4][CH:3]=1.C([O-])=O.[NH4+].CO, predict the reaction product. The product is: [C:1]([O:9][C@H:10]1[C@:14]([F:16])([CH3:15])[C@@H:13]([N:17]2[C:21]3[N:22]=[CH:23][N:24]=[C:25]([NH2:26])[C:20]=3[C:19]([C:27]#[N:28])=[CH:18]2)[O:12][CH:11]1[CH2:30][O:31][C:32](=[O:39])[C:33]1[CH:34]=[CH:35][CH:36]=[CH:37][CH:38]=1)(=[O:8])[C:2]1[CH:3]=[CH:4][CH:5]=[CH:6][CH:7]=1. (3) Given the reactants [F:1][C:2]([F:33])([F:32])[C:3]1[CH:4]=[C:5]([CH:25]=[C:26]([C:28]([F:31])([F:30])[F:29])[CH:27]=1)[CH2:6][N:7]1[CH2:13][CH2:12][C:11](=S)[NH:10][CH:9]([CH2:15][C:16]2[CH:21]=[CH:20][C:19]([Cl:22])=[C:18]([Cl:23])[CH:17]=2)[C:8]1=[O:24].C(O)CCC.[N:39]1([CH2:45][CH2:46][C:47]([NH:49][NH2:50])=O)[CH2:44][CH2:43][O:42][CH2:41][CH2:40]1, predict the reaction product. The product is: [F:30][C:28]([F:31])([F:29])[C:26]1[CH:25]=[C:5]([CH:4]=[C:3]([C:2]([F:33])([F:32])[F:1])[CH:27]=1)[CH2:6][N:7]1[CH2:13][CH2:12][C:11]2[N:10]([C:47]([CH2:46][CH2:45][N:39]3[CH2:44][CH2:43][O:42][CH2:41][CH2:40]3)=[N:49][N:50]=2)[CH:9]([CH2:15][C:16]2[CH:21]=[CH:20][C:19]([Cl:22])=[C:18]([Cl:23])[CH:17]=2)[C:8]1=[O:24]. (4) Given the reactants [F:1][C:2]1[CH:7]=[CH:6][C:5]([C:8]2[C:13]([CH2:14]O)=[C:12]([CH:16]([CH3:18])[CH3:17])[N:11]=[C:10]([S:19][CH3:20])[N:9]=2)=[CH:4][CH:3]=1.ClCCl.P(Br)(Br)[Br:25], predict the reaction product. The product is: [F:1][C:2]1[CH:7]=[CH:6][C:5]([C:8]2[C:13]([CH2:14][Br:25])=[C:12]([CH:16]([CH3:18])[CH3:17])[N:11]=[C:10]([S:19][CH3:20])[N:9]=2)=[CH:4][CH:3]=1. (5) Given the reactants [F:1][C:2]1[CH:7]=[CH:6][C:5]([C:8]2[NH:12][N:11]=[CH:10][C:9]=2[CH:13]=O)=[CH:4][CH:3]=1.C(O)(=O)[CH2:16][C:17]([OH:19])=[O:18].N1CCCCC1.Cl, predict the reaction product. The product is: [F:1][C:2]1[CH:3]=[CH:4][C:5]([C:8]2[NH:12][N:11]=[CH:10][C:9]=2/[CH:13]=[CH:16]/[C:17]([OH:19])=[O:18])=[CH:6][CH:7]=1.